This data is from Catalyst prediction with 721,799 reactions and 888 catalyst types from USPTO. The task is: Predict which catalyst facilitates the given reaction. (1) Reactant: [CH3:1][C:2]1[O:8][C:7]([CH3:9])=[CH:6][C:4](=[O:5])[CH:3]=1.[H][H]. Product: [CH3:9][C@H:7]1[CH2:6][C:4](=[O:5])[CH2:3][C@@H:2]([CH3:1])[O:8]1. The catalyst class is: 19. (2) Reactant: [F:1][C:2]([F:16])([CH2:12][CH2:13][CH2:14][CH3:15])[C:3](=[O:11])[CH2:4]P(=O)(OC)OC.[H-].[Li+].[C:19]([O:22][C@@H:23]1[C@H:27]([CH2:28][CH2:29][CH2:30][CH2:31][CH2:32][CH2:33][C:34]([O:36][CH3:37])=[O:35])[C@@H:26]([CH:38]=O)[C@H:25]([O:40][CH:41]2[CH2:46][CH2:45][CH2:44][CH2:43][O:42]2)[CH2:24]1)(=[O:21])[CH3:20].O. Product: [C:19]([O:22][C@@H:23]1[C@H:27]([CH2:28][CH2:29][CH2:30][CH2:31][CH2:32][CH2:33][C:34]([O:36][CH3:37])=[O:35])[C@@H:26](/[CH:38]=[CH:4]/[C:3](=[O:11])[C:2]([F:1])([F:16])[CH2:12][CH2:13][CH2:14][CH3:15])[C@H:25]([O:40][CH:41]2[CH2:46][CH2:45][CH2:44][CH2:43][O:42]2)[CH2:24]1)(=[O:21])[CH3:20]. The catalyst class is: 310. (3) Reactant: [F:1][C:2]1([C:13]2[CH:18]=[CH:17][CH:16]=[C:15]([C:19]3[CH:24]=[CH:23][N:22]=[CH:21][CH:20]=3)[CH:14]=2)[CH2:5][N:4](C(OC(C)(C)C)=O)[CH2:3]1.[C:25]([OH:31])([C:27]([F:30])([F:29])[F:28])=[O:26]. Product: [F:28][C:27]([F:30])([F:29])[C:25]([OH:31])=[O:26].[F:28][C:27]([F:30])([F:29])[C:25]([OH:31])=[O:26].[F:1][C:2]1([C:13]2[CH:14]=[C:15]([C:19]3[CH:24]=[CH:23][N:22]=[CH:21][CH:20]=3)[CH:16]=[CH:17][CH:18]=2)[CH2:5][NH:4][CH2:3]1. The catalyst class is: 2. (4) Reactant: [Cl:1][C:2]1[CH:3]=[C:4]2[C:9](=[CH:10][C:11]=1[C:12]([OH:14])=O)[N:8]=[CH:7][N:6]=[C:5]2[NH:15][CH:16]([C:18]1[NH:22][C:21]2[CH:23]=[CH:24][C:25]([Cl:27])=[CH:26][C:20]=2[N:19]=1)[CH3:17].FC1C(OC(N(C)C)=[N+](C)C)=C(F)C(F)=C(F)C=1F.F[P-](F)(F)(F)(F)F.C(N(C(C)C)CC)(C)C.[CH2:63]([N:65]([CH2:74][CH3:75])[C:66]([CH:68]1[CH2:73][CH2:72][CH2:71][CH2:70][NH:69]1)=[O:67])[CH3:64]. Product: [Cl:1][C:2]1[CH:3]=[C:4]2[C:9](=[CH:10][C:11]=1[C:12]([N:69]1[CH2:70][CH2:71][CH2:72][CH2:73][CH:68]1[C:66]([N:65]([CH2:74][CH3:75])[CH2:63][CH3:64])=[O:67])=[O:14])[N:8]=[CH:7][N:6]=[C:5]2[NH:15][CH:16]([C:18]1[NH:22][C:21]2[CH:23]=[CH:24][C:25]([Cl:27])=[CH:26][C:20]=2[N:19]=1)[CH3:17]. The catalyst class is: 16. (5) Reactant: [Br:1][C:2]1[S:6][C:5]([CH2:7]Br)=[N:4][C:3]=1[C:9]1[CH:14]=[CH:13][C:12]([O:15][CH:16]([CH3:18])[CH3:17])=[CH:11][CH:10]=1.[CH3:19][O:20][C:21](=[O:32])[CH2:22][O:23][C:24]1[CH:29]=[CH:28][C:27]([OH:30])=[CH:26][C:25]=1[CH3:31].C(=O)([O-])[O-].[Cs+].[Cs+]. Product: [CH3:19][O:20][C:21](=[O:32])[CH2:22][O:23][C:24]1[CH:29]=[CH:28][C:27]([O:30][CH2:7][C:5]2[S:6][C:2]([Br:1])=[C:3]([C:9]3[CH:14]=[CH:13][C:12]([O:15][CH:16]([CH3:18])[CH3:17])=[CH:11][CH:10]=3)[N:4]=2)=[CH:26][C:25]=1[CH3:31]. The catalyst class is: 10. (6) Reactant: [CH2:1]([O:3][C:4]1[CH:5]=[C:6]([C:13]([O:21]C)(OC)[CH2:14][CH2:15][C:16]([O-:18])=O)[CH:7]=[CH:8][C:9]=1[O:10][CH2:11][CH3:12])[CH3:2].[K+].ClC1C=C(Cl)C=C(Cl)C=1C(Cl)=O.[NH2:36][C:37]1[S:38][C:39]([CH2:53][C:54]2[CH:59]=[CH:58][CH:57]=[CH:56][CH:55]=2)=[C:40]([C:47]2[CH:52]=[CH:51][CH:50]=[CH:49][CH:48]=2)[C:41]=1[C:42]([O:44][CH2:45][CH3:46])=[O:43].Cl. Product: [CH2:53]([C:39]1[S:38][C:37]([NH:36][C:16](=[O:18])[CH2:15][CH2:14][C:13]([C:6]2[CH:7]=[CH:8][C:9]([O:10][CH2:11][CH3:12])=[C:4]([O:3][CH2:1][CH3:2])[CH:5]=2)=[O:21])=[C:41]([C:42]([O:44][CH2:45][CH3:46])=[O:43])[C:40]=1[C:47]1[CH:52]=[CH:51][CH:50]=[CH:49][CH:48]=1)[C:54]1[CH:55]=[CH:56][CH:57]=[CH:58][CH:59]=1. The catalyst class is: 531. (7) Reactant: Br[C:2]1[N:3]=[CH:4][C:5]([NH:8][C:9]([NH:11][C:12]2[CH:17]=[C:16]([CH3:18])[CH:15]=[CH:14][C:13]=2[O:19][CH3:20])=[O:10])=[N:6][CH:7]=1.[CH3:21][O-:22].[Na+]. Product: [CH3:20][O:19][C:13]1[CH:14]=[CH:15][C:16]([CH3:18])=[CH:17][C:12]=1[NH:11][C:9]([NH:8][C:5]1[CH:4]=[N:3][C:2]([O:22][CH3:21])=[CH:7][N:6]=1)=[O:10]. The catalyst class is: 514.